This data is from Peptide-MHC class II binding affinity with 134,281 pairs from IEDB. The task is: Regression. Given a peptide amino acid sequence and an MHC pseudo amino acid sequence, predict their binding affinity value. This is MHC class II binding data. (1) The peptide sequence is AVVCGRRHGVRIRVR. The MHC is HLA-DQA10104-DQB10503 with pseudo-sequence HLA-DQA10104-DQB10503. The binding affinity (normalized) is 0.133. (2) The peptide sequence is VRVEILRNFYFINRL. The MHC is DRB1_0701 with pseudo-sequence DRB1_0701. The binding affinity (normalized) is 0.756. (3) The peptide sequence is LFAAFPSFAGLRPTF. The MHC is HLA-DQA10101-DQB10501 with pseudo-sequence HLA-DQA10101-DQB10501. The binding affinity (normalized) is 0.162.